From a dataset of Forward reaction prediction with 1.9M reactions from USPTO patents (1976-2016). Predict the product of the given reaction. (1) Given the reactants [C:1]([CH:3]=[CH:4][CH2:5][N:6]1[CH2:11][CH2:10][N:9]([C:12]([O:14][C:15]([CH3:18])([CH3:17])[CH3:16])=[O:13])[CH2:8][CH:7]1[CH:19]([F:21])[F:20])#[N:2].[NH:22]1[CH:26]=[C:25]([C:27]2[C:28]3[CH:35]=[CH:34][N:33]([CH2:36][O:37][CH2:38][CH2:39][Si:40]([CH3:43])([CH3:42])[CH3:41])[C:29]=3[N:30]=[CH:31][N:32]=2)[CH:24]=[N:23]1.C(=O)([O-])[O-].[K+].[K+], predict the reaction product. The product is: [C:1]([CH2:3][CH:4]([N:22]1[CH:26]=[C:25]([C:27]2[C:28]3[CH:35]=[CH:34][N:33]([CH2:36][O:37][CH2:38][CH2:39][Si:40]([CH3:43])([CH3:42])[CH3:41])[C:29]=3[N:30]=[CH:31][N:32]=2)[CH:24]=[N:23]1)[CH2:5][N:6]1[CH2:11][CH2:10][N:9]([C:12]([O:14][C:15]([CH3:16])([CH3:17])[CH3:18])=[O:13])[CH2:8][CH:7]1[CH:19]([F:21])[F:20])#[N:2]. (2) Given the reactants [N+:1]([C:4]1[CH:5]=[CH:6][C:7]([O:10][C:11]2[CH:12]=[C:13]3[C:18](=[CH:19][CH:20]=2)[O:17][CH:16]([C:21]2[CH:26]=[CH:25][CH:24]=[CH:23][CH:22]=2)[CH2:15][CH2:14]3)=[N:8][CH:9]=1)([O-:3])=[O:2].[N+:27](C1C=CC=CC=1C1CCC2C(=CC=C(O)C=2)O1)([O-:29])=[O:28], predict the reaction product. The product is: [N+:1]([C:4]1[CH:5]=[CH:6][C:7]([O:10][C:11]2[CH:12]=[C:13]3[C:18](=[CH:19][CH:20]=2)[O:17][CH:16]([C:21]2[CH:22]=[CH:23][CH:24]=[CH:25][C:26]=2[N+:27]([O-:29])=[O:28])[CH2:15][CH2:14]3)=[N:8][CH:9]=1)([O-:3])=[O:2]. (3) Given the reactants Br[C:2]1[CH:3]=[C:4]2[C:9](=[CH:10][C:11]=1[O:12][CH3:13])[N:8]=[CH:7][C:6]([C:14]([O:16][CH2:17][CH3:18])=[O:15])=[C:5]2[NH:19][C:20]1[CH:25]=[CH:24][CH:23]=[C:22]([CH2:26][N:27]2[CH:31]=[CH:30][N:29]=[CH:28]2)[C:21]=1[CH2:32][CH3:33].C(=O)([O-])[O-].[Cs+].[Cs+].[CH2:40]([NH2:42])[CH3:41], predict the reaction product. The product is: [CH2:40]([NH:42][C:2]1[CH:3]=[C:4]2[C:9](=[CH:10][C:11]=1[O:12][CH3:13])[N:8]=[CH:7][C:6]([C:14]([O:16][CH2:17][CH3:18])=[O:15])=[C:5]2[NH:19][C:20]1[CH:25]=[CH:24][CH:23]=[C:22]([CH2:26][N:27]2[CH:31]=[CH:30][N:29]=[CH:28]2)[C:21]=1[CH2:32][CH3:33])[CH3:41]. (4) Given the reactants B.O1CCCC1.[Cl:7][C:8]1[CH:16]=[C:15]2[C:11]([CH2:12][CH2:13][C:14]2=[O:17])=[CH:10][CH:9]=1, predict the reaction product. The product is: [Cl:7][C:8]1[CH:16]=[C:15]2[C:11]([CH2:12][CH2:13][C@H:14]2[OH:17])=[CH:10][CH:9]=1. (5) Given the reactants [Cl:1][C:2]1[CH:3]=[C:4]([CH:14]=[CH:15][C:16]=1[Cl:17])[CH2:5][N:6]1[CH:10]=[CH:9][C:8]([N+:11]([O-])=O)=[N:7]1, predict the reaction product. The product is: [Cl:1][C:2]1[CH:3]=[C:4]([CH:14]=[CH:15][C:16]=1[Cl:17])[CH2:5][N:6]1[CH:10]=[CH:9][C:8]([NH2:11])=[N:7]1. (6) Given the reactants [H-].[Na+].[CH2:3]([C:7]1[CH:8]=[C:9]([NH:24][C:25]([C:27]2[C:32]([CH3:33])=[N:31][CH:30]=[CH:29][N:28]=2)=[O:26])[CH:10]=[CH:11][C:12]=1[C:13]([O:22][CH3:23])([C:18]([F:21])([F:20])[F:19])[C:14]([F:17])([F:16])[F:15])[CH:4]([CH3:6])[CH3:5].[C:34](Cl)(=[O:40])[O:35][CH2:36][CH:37]([CH3:39])[CH3:38].Cl, predict the reaction product. The product is: [CH2:36]([O:35][C:34]([N:24]([C:9]1[CH:10]=[CH:11][C:12]([C:13]([O:22][CH3:23])([C:18]([F:20])([F:21])[F:19])[C:14]([F:17])([F:16])[F:15])=[C:7]([CH2:3][CH:4]([CH3:6])[CH3:5])[CH:8]=1)[C:25]([C:27]1[C:32]([CH3:33])=[N:31][CH:30]=[CH:29][N:28]=1)=[O:26])=[O:40])[CH:37]([CH3:39])[CH3:38].